Dataset: Full USPTO retrosynthesis dataset with 1.9M reactions from patents (1976-2016). Task: Predict the reactants needed to synthesize the given product. (1) Given the product [OH:4][CH2:3][C@@H:2]([NH:1][C:14]1[C:15]2[CH:34]=[CH:33][NH:32][C:16]=2[N:17]=[C:18]([NH:20][C:21]2[CH:22]=[C:23]([NH:27][S:28]([CH3:31])(=[O:30])=[O:29])[CH:24]=[CH:25][CH:26]=2)[N:19]=1)[CH:5]([CH3:7])[CH3:6], predict the reactants needed to synthesize it. The reactants are: [NH2:1][C@@H:2]([CH:5]([CH3:7])[CH3:6])[CH2:3][OH:4].C1(N)CCC1.Cl[C:14]1[C:15]2[CH:34]=[CH:33][NH:32][C:16]=2[N:17]=[C:18]([NH:20][C:21]2[CH:22]=[C:23]([NH:27][S:28]([CH3:31])(=[O:30])=[O:29])[CH:24]=[CH:25][CH:26]=2)[N:19]=1.ClC1N=C(NC2C=C(NS(C)(=O)=O)C=CC=2)N=C2C=1N=CN2. (2) Given the product [C:52]([O-:51])(=[O:54])[CH2:53][CH2:48][C:49]([O-:50])=[O:8].[C:92]1([S+:85]([C:79]2[CH:80]=[CH:81][CH:82]=[CH:83][CH:84]=2)[C:86]2[CH:91]=[CH:90][CH:89]=[CH:88][CH:87]=2)[CH:93]=[CH:94][CH:95]=[CH:96][CH:97]=1.[C:92]1([S+:85]([C:79]2[CH:80]=[CH:81][CH:82]=[CH:83][CH:84]=2)[C:86]2[CH:91]=[CH:90][CH:89]=[CH:88][CH:87]=2)[CH:93]=[CH:94][CH:95]=[CH:96][CH:97]=1, predict the reactants needed to synthesize it. The reactants are: C1([Si](OC)(OC)[O:8]C)C=CC=CC=1.C(O[Si](OCC)(OCC)OCC)C.C[Si](OCC)(OCC)OCC.CO[Si](CCC[CH:48]1[CH2:53][C:52](=[O:54])[O:51][C:49]1=[O:50])(OC)OC.C(OCCC[Si](OC)(OC)OC)C1OC1.Cl.C(OCC(O)C)C.[OH-].[C:79]1([S+:85]([C:92]2[CH:97]=[CH:96][CH:95]=[CH:94][CH:93]=2)[C:86]2[CH:91]=[CH:90][CH:89]=[CH:88][CH:87]=2)[CH:84]=[CH:83][CH:82]=[CH:81][CH:80]=1.